Dataset: Full USPTO retrosynthesis dataset with 1.9M reactions from patents (1976-2016). Task: Predict the reactants needed to synthesize the given product. Given the product [OH:18][CH2:2][CH2:1][N:4]1[C:13]2[C:8](=[CH:9][C:10]([C:14]([NH2:16])=[O:15])=[CH:11][CH:12]=2)[CH2:7][CH2:6][CH2:5]1, predict the reactants needed to synthesize it. The reactants are: [CH2:1]([N:4]1[C:13]2[C:8](=[CH:9][C:10]([C:14]([NH2:16])=[O:15])=[CH:11][CH:12]=2)[CH2:7][CH2:6][CH2:5]1)[CH:2]=C.I([O-])(=O)(=O)=[O:18].[Na+].[BH4-].[Na+].